From a dataset of Forward reaction prediction with 1.9M reactions from USPTO patents (1976-2016). Predict the product of the given reaction. (1) Given the reactants Cl.C(OC([N:9]1[CH2:14][CH2:13][N:12]([CH2:15][C:16]2[CH:21]=[CH:20][C:19]([C:22]3[CH:27]=[CH:26][CH:25]=[C:24]([N:28]4[C:33]5[N:34]=[CH:35][C:36]([F:38])=[CH:37][C:32]=5[C:31](=[O:39])[N:30]([C@H:40]5[CH2:45][CH2:44][C@@H:43]([NH:46][C:47]([C:49]6[N:50]=[C:51]7[CH:56]=[CH:55][C:54]([F:57])=[CH:53][N:52]7[CH:58]=6)=[O:48])[CH2:42][CH2:41]5)[C:29]4=[O:59])[CH:23]=3)=[C:18]([OH:60])[CH:17]=2)[CH2:11][CH2:10]1)=O)(C)(C)C, predict the reaction product. The product is: [F:57][C:54]1[CH:55]=[CH:56][C:51]2[N:52]([CH:58]=[C:49]([C:47]([NH:46][C@H:43]3[CH2:42][CH2:41][C@@H:40]([N:30]4[C:31](=[O:39])[C:32]5[CH:37]=[C:36]([F:38])[CH:35]=[N:34][C:33]=5[N:28]([C:24]5[CH:23]=[C:22]([C:19]6[CH:20]=[CH:21][C:16]([CH2:15][N:12]7[CH2:13][CH2:14][NH:9][CH2:10][CH2:11]7)=[CH:17][C:18]=6[OH:60])[CH:27]=[CH:26][CH:25]=5)[C:29]4=[O:59])[CH2:45][CH2:44]3)=[O:48])[N:50]=2)[CH:53]=1. (2) Given the reactants [F:1][C:2]1[CH:7]=[CH:6][C:5]([O:8][C:9]2[CH:14]=[CH:13][C:12]([CH2:15][CH2:16][OH:17])=[CH:11][CH:10]=2)=[CH:4][CH:3]=1.[N:18]#[C:19][NH2:20].FC(F)(F)S(O)(=O)=O, predict the reaction product. The product is: [C:19](=[NH:18])([O:17][CH2:16][CH2:15][C:12]1[CH:13]=[CH:14][C:9]([O:8][C:5]2[CH:6]=[CH:7][C:2]([F:1])=[CH:3][CH:4]=2)=[CH:10][CH:11]=1)[NH2:20].